Dataset: Reaction yield outcomes from USPTO patents with 853,638 reactions. Task: Predict the reaction yield, written as a fraction of the theoretical maximum amount of product (1.0 means a 100% yield; for example, 0.34 means a 34% yield). (1) The reactants are I.[NH2:2][CH2:3][CH2:4][NH:5][C:6]1[C:7]([C:11]2[N:15]([C:16]3[CH:17]=[CH:18][C:19]([F:24])=[C:20]([CH:23]=3)[C:21]#[N:22])C(=O)[O:13][N:12]=2)=[N:8][O:9][N:10]=1.[S:26](N)([NH2:29])(=[O:28])=[O:27].[OH-].[Na+].O. The catalyst is N1C=CC=CC=1. The product is [NH2:29][S:26]([NH:2][CH2:3][CH2:4][NH:5][C:6]1[C:7]([C:11](=[N:12][OH:13])[NH:15][C:16]2[CH:17]=[CH:18][C:19]([F:24])=[C:20]([C:21]#[N:22])[CH:23]=2)=[N:8][O:9][N:10]=1)(=[O:28])=[O:27]. The yield is 0.290. (2) The reactants are [CH2:1]([O:3][C:4](=[O:28])[CH2:5][N:6]1[C:14]2[CH2:13][CH2:12][CH2:11][CH:10]([NH:15][S:16]([C:19]3[CH:24]=[CH:23][CH:22]=[C:21]([N+:25]([O-])=O)[CH:20]=3)(=[O:18])=[O:17])[C:9]=2[CH:8]=[N:7]1)[CH3:2]. The catalyst is C(O)(=O)C.C(O)C.ClCCl.[Zn]. The product is [CH2:1]([O:3][C:4](=[O:28])[CH2:5][N:6]1[C:14]2[CH2:13][CH2:12][CH2:11][CH:10]([NH:15][S:16]([C:19]3[CH:24]=[CH:23][CH:22]=[C:21]([NH2:25])[CH:20]=3)(=[O:18])=[O:17])[C:9]=2[CH:8]=[N:7]1)[CH3:2]. The yield is 0.830.